Dataset: Forward reaction prediction with 1.9M reactions from USPTO patents (1976-2016). Task: Predict the product of the given reaction. (1) Given the reactants [F:1][C:2]1([F:17])[CH2:7][CH2:6][CH2:5][C@@H:4]([NH:8][C:9](=[O:15])[O:10][C:11]([CH3:14])([CH3:13])[CH3:12])[C@@H:3]1O.N1C=CC=CC=1.O(S(C(F)(F)F)(=O)=O)S([C:28]([F:31])(F)[F:29])(=O)=O.[N-:39]=[N+:40]=[N-:41].[Na+], predict the reaction product. The product is: [N:39]([C@H:3]1[C:2]([F:17])([F:1])[CH2:7][CH2:6][CH2:5][C@H:4]1[NH:8][C:9](=[O:15])[O:10][C:11]([CH3:14])([CH3:13])[CH3:12])=[N+:40]=[N-:41].[N:39]([C@@H:3]1[C@@H:4]([NH:8][C:9](=[O:15])[O:10][C:11]([CH3:14])([CH3:13])[CH3:12])[C:28]([F:31])([F:29])[CH2:6][CH2:7][CH2:2]1)=[N+:40]=[N-:41]. (2) Given the reactants [OH-].[Na+:2].C(O)C.[F:6][C:7]([F:18])([C:13]([O:15]CC)=[O:14])[C:8]([O:10]CC)=[O:9], predict the reaction product. The product is: [F:6][C:7]([F:18])([C:13]([O-:15])=[O:14])[C:8]([O-:10])=[O:9].[Na+:2].[Na+:2]. (3) Given the reactants [Si]([O:8][C:9]1[C:18]([CH:19]([CH3:21])[CH3:20])=[C:17]([O:22][C:23]#[C:24][CH:25]2[CH2:27][CH2:26]2)[C:16]2[C:11](=[CH:12][CH:13]=[C:14]([F:28])[CH:15]=2)[N:10]=1)(C(C)(C)C)(C)C.[H-].[Al+3].[Li+].[H-].[H-].[H-].O, predict the reaction product. The product is: [CH:25]1(/[CH:24]=[CH:23]/[O:22][CH:17]2[C:16]3[C:11](=[CH:12][CH:13]=[C:14]([F:28])[CH:15]=3)[NH:10][C:9](=[O:8])[CH:18]2[CH:19]([CH3:21])[CH3:20])[CH2:27][CH2:26]1. (4) Given the reactants [F:1][C:2]1[CH:7]=[CH:6][CH:5]=[C:4]([F:8])[C:3]=1[NH:9][C:10]([NH:12]/[N:13]=[CH:14]/[C:15]1[CH:20]=[CH:19][C:18]([C:21]2[N:25]=[CH:24][N:23]([C:26]3[CH:31]=[CH:30][C:29]([O:32][C:33]([F:36])([F:35])[F:34])=[CH:28][CH:27]=3)[N:22]=2)=[CH:17][CH:16]=1)=[S:11].[C:37](=O)([O-])[O-].[K+].[K+].ICI, predict the reaction product. The product is: [F:8][C:4]1[CH:5]=[CH:6][CH:7]=[C:2]([F:1])[C:3]=1[N:9]1[CH2:37][S:11]/[C:10]/1=[N:12]/[N:13]=[CH:14]\[C:15]1[CH:20]=[CH:19][C:18]([C:21]2[N:25]=[CH:24][N:23]([C:26]3[CH:31]=[CH:30][C:29]([O:32][C:33]([F:35])([F:34])[F:36])=[CH:28][CH:27]=3)[N:22]=2)=[CH:17][CH:16]=1. (5) Given the reactants Cl.[NH:2]([C:4]1[CH:12]=[CH:11][CH:10]=[CH:9][C:5]=1[C:6]([OH:8])=[O:7])N.[CH3:13][C:14](=O)[CH2:15][CH3:16].Cl, predict the reaction product. The product is: [CH3:13][C:14]1[NH:2][C:4]2[C:12]([C:15]=1[CH3:16])=[CH:11][CH:10]=[CH:9][C:5]=2[C:6]([OH:8])=[O:7]. (6) Given the reactants [CH3:1][C:2]1([CH3:25])[C:7]2[CH:8]=[C:9]([O:12][S:13]([C:16]3[CH:21]=[CH:20][CH:19]=[C:18]([Cl:22])[C:17]=3[Cl:23])(=[O:15])=[O:14])[CH:10]=[CH:11][C:6]=2[NH:5][C:4](=[O:24])[O:3]1.[C:26](=O)([O-])[O-].[K+].[K+].CI, predict the reaction product. The product is: [CH3:26][N:5]1[C:6]2[CH:11]=[CH:10][C:9]([O:12][S:13]([C:16]3[CH:21]=[CH:20][CH:19]=[C:18]([Cl:22])[C:17]=3[Cl:23])(=[O:15])=[O:14])=[CH:8][C:7]=2[C:2]([CH3:25])([CH3:1])[O:3][C:4]1=[O:24]. (7) Given the reactants [C:1]([O:5][CH2:6][C:7]([CH:13]1[CH2:18][CH2:17][CH2:16][CH2:15][CH2:14]1)([CH2:10][O:11][CH3:12])[CH2:8][OH:9])([CH3:4])([CH3:3])[CH3:2].[H-].[Na+].[CH3:21]I, predict the reaction product. The product is: [C:1]([O:5][CH2:6][C:7]([CH:13]1[CH2:14][CH2:15][CH2:16][CH2:17][CH2:18]1)([CH2:8][O:9][CH3:21])[CH2:10][O:11][CH3:12])([CH3:4])([CH3:2])[CH3:3].